This data is from Forward reaction prediction with 1.9M reactions from USPTO patents (1976-2016). The task is: Predict the product of the given reaction. (1) The product is: [Cl:11][C:7]1[CH:8]=[C:9]([I:10])[C:2]2[N:1]=[C:33]([N:46]3[CH2:47][CH2:48][N:43]([CH3:42])[CH2:44][CH2:45]3)[N:36]3[N:37]=[C:26]([CH3:27])[N:5]=[C:4]3[C:3]=2[CH:6]=1. Given the reactants [NH2:1][C:2]1[C:9]([I:10])=[CH:8][C:7]([Cl:11])=[CH:6][C:3]=1[C:4]#[N:5].NC1C=CC(Cl)=CC=1C#N.ClC(O[CH2:26][CH3:27])=O.ClC(OC)=O.[C:33]([NH:36][NH2:37])(=O)C.C(NN)=O.[CH3:42][N:43]1[CH2:48][CH2:47][NH:46][CH2:45][CH2:44]1.N1CCNCC1, predict the reaction product. (2) Given the reactants [CH2:1]1[C:3]2([CH2:7][CH2:6][C@H:5]([CH2:8][O:9][C:10]3[CH:19]=[C:18]4[C:13]([C:14]([O:20][C:21]5[CH:26]=[CH:25][C:24]([NH:27][C:28]([C:30]6[C:31](=[O:43])[N:32](C7C=CC=CC=7)N(C)[C:34]=6[CH3:35])=[O:29])=[CH:23][C:22]=5[F:44])=[CH:15][CH:16]=[N:17]4)=[CH:12][CH:11]=3)[O:4]2)[CH2:2]1.O[C:46]1[CH:55]=[C:54]2[C:49](C(O[C:46]3[CH:55]=[CH:54][C:49](N([C:46]4[CH:55]=[CH:54][CH:49]=[CH:48][CH:47]=4)C(C4(C(N)=O)CC4)=O)=[CH:48][C:47]=3F)=CC=N2)=[CH:48][CH:47]=1.C(=O)([O-])[O-].[Cs+].[Cs+], predict the reaction product. The product is: [CH2:1]1[C:3]2([CH2:7][CH2:6][C@H:5]([CH2:8][O:9][C:10]3[CH:19]=[C:18]4[C:13]([C:14]([O:20][C:21]5[CH:26]=[CH:25][C:24]([N:27]([C:46]6[CH:55]=[CH:54][CH:49]=[CH:48][CH:47]=6)[C:28]([C:30]6([C:31]([NH2:32])=[O:43])[CH2:35][CH2:34]6)=[O:29])=[CH:23][C:22]=5[F:44])=[CH:15][CH:16]=[N:17]4)=[CH:12][CH:11]=3)[O:4]2)[CH2:2]1. (3) The product is: [F:13][C:14]([F:26])([F:27])[C:15]1[CH:16]=[C:17]([NH:18][C:2]2[C:11]3[C:6](=[CH:7][CH:8]=[CH:9][CH:10]=3)[C:5]([Cl:12])=[N:4][N:3]=2)[CH:19]=[C:20]([C:22]([F:23])([F:25])[F:24])[CH:21]=1. Given the reactants Cl[C:2]1[C:11]2[C:6](=[CH:7][CH:8]=[CH:9][CH:10]=2)[C:5]([Cl:12])=[N:4][N:3]=1.[F:13][C:14]([F:27])([F:26])[C:15]1[CH:16]=[C:17]([CH:19]=[C:20]([C:22]([F:25])([F:24])[F:23])[CH:21]=1)[NH2:18].[H-].[Na+], predict the reaction product. (4) The product is: [CH3:33][O:34][C:35]1[CH:42]=[CH:41][CH:40]=[CH:39][C:36]=1[CH2:37][N:30]1[CH2:31][CH2:32][N:27]([C:23]2[NH:24][C:25](=[O:26])[C:20]3[CH2:19][CH2:18][CH2:17][N:16]([CH3:15])[C:21]=3[N:22]=2)[CH2:28][CH2:29]1. Given the reactants FC(F)(F)C(O)=O.FC(F)(F)C(O)=O.[CH3:15][N:16]1[C:21]2[N:22]=[C:23]([N:27]3[CH2:32][CH2:31][NH:30][CH2:29][CH2:28]3)[NH:24][C:25](=[O:26])[C:20]=2[CH2:19][CH2:18][CH2:17]1.[CH3:33][O:34][C:35]1[CH:42]=[CH:41][CH:40]=[CH:39][C:36]=1[CH:37]=O.CN(C=O)C.C([BH3-])#N.[Na+], predict the reaction product. (5) Given the reactants [CH3:1][C:2](C)([O-])C.[K+].[C:7]([O:11][C:12]([N:14]1[CH2:19][CH2:18][CH2:17][C:16](=O)[CH2:15]1)=[O:13])([CH3:10])([CH3:9])[CH3:8].O, predict the reaction product. The product is: [C:7]([O:11][C:12]([N:14]1[CH2:19][CH2:18][CH2:17][C:16](=[CH:1][CH3:2])[CH2:15]1)=[O:13])([CH3:10])([CH3:9])[CH3:8]. (6) Given the reactants [CH2:1]([C:3]1[N:13]([CH2:14][C:15]2[CH:16]=[CH:17][C:18]3[NH:24][C:23]4[CH:25]=[CH:26][C:27]([CH:29]=O)=[CH:28][C:22]=4[CH2:21][CH2:20][C:19]=3[CH:31]=2)[C:6]2=[N:7][C:8]([CH3:12])=[CH:9][C:10]([CH3:11])=[C:5]2[N:4]=1)[CH3:2].O1CCCC1.[N:37]1([CH2:42][CH2:43][NH2:44])[CH2:41][CH2:40][CH2:39][CH2:38]1.C(O[BH-](OC(=O)C)OC(=O)C)(=O)C.[Na+], predict the reaction product. The product is: [CH2:1]([C:3]1[N:13]([CH2:14][C:15]2[CH:16]=[CH:17][C:18]3[NH:24][C:23]4[CH:25]=[CH:26][C:27]([CH2:29][NH:44][CH2:43][CH2:42][N:37]5[CH2:41][CH2:40][CH2:39][CH2:38]5)=[CH:28][C:22]=4[CH2:21][CH2:20][C:19]=3[CH:31]=2)[C:6]2=[N:7][C:8]([CH3:12])=[CH:9][C:10]([CH3:11])=[C:5]2[N:4]=1)[CH3:2]. (7) The product is: [NH2:20][C:18]1[N:19]=[C:14]([C:5]2[CH:6]=[CH:7][C:2]([OH:1])=[C:3]([O:11][CH3:12])[CH:4]=2)[CH:15]=[C:16]([NH:21][CH3:22])[N:17]=1. Given the reactants [OH:1][C:2]1[CH:7]=[CH:6][C:5](B(O)O)=[CH:4][C:3]=1[O:11][CH3:12].I[C:14]1[N:19]=[C:18]([NH2:20])[N:17]=[C:16]([NH:21][CH3:22])[CH:15]=1, predict the reaction product.